Predict the reactants needed to synthesize the given product. From a dataset of Full USPTO retrosynthesis dataset with 1.9M reactions from patents (1976-2016). The reactants are: [CH:1]([CH:4]1[C:9](=O)[NH:8][CH2:7][CH2:6][N:5]1[C:11]([O:13][C:14]([CH3:17])([CH3:16])[CH3:15])=[O:12])([CH3:3])[CH3:2].Br[C:19]1[CH:25]=[C:24]([S:26]([CH3:29])(=[O:28])=[O:27])[CH:23]=[CH:22][C:20]=1[NH2:21].CN[C@@H]1CCCC[C@@H]1NC. Given the product [CH:1]([CH:4]1[N:5]([C:11]([O:13][C:14]([CH3:17])([CH3:16])[CH3:15])=[O:12])[CH2:6][CH2:7][N:8]2[C:19]3[CH:25]=[C:24]([S:26]([CH3:29])(=[O:27])=[O:28])[CH:23]=[CH:22][C:20]=3[N:21]=[C:9]12)([CH3:3])[CH3:2], predict the reactants needed to synthesize it.